Dataset: Reaction yield outcomes from USPTO patents with 853,638 reactions. Task: Predict the reaction yield, written as a fraction of the theoretical maximum amount of product (1.0 means a 100% yield; for example, 0.34 means a 34% yield). (1) The reactants are [CH2:1]([N:3]1[CH:7]=[C:6]([CH3:8])[C:5]([C:9]([OH:11])=O)=[CH:4]1)[CH3:2].O1CCCC1.C(Cl)(=O)C(Cl)=O.[NH2:23][C:24]1[CH:25]=[C:26]([CH:43]=[CH:44][CH:45]=1)[O:27][C:28]1[CH:29]=[CH:30][C:31]2[N:32]([N:34]=[C:35]([NH:37][C:38]([CH:40]3[CH2:42][CH2:41]3)=[O:39])[N:36]=2)[CH:33]=1. The catalyst is CN(C)C=O.CN(C)C(=O)C. The product is [CH:40]1([C:38]([NH:37][C:35]2[N:36]=[C:31]3[CH:30]=[CH:29][C:28]([O:27][C:26]4[CH:25]=[C:24]([NH:23][C:9]([C:5]5[C:6]([CH3:8])=[CH:7][N:3]([CH2:1][CH3:2])[CH:4]=5)=[O:11])[CH:45]=[CH:44][CH:43]=4)=[CH:33][N:32]3[N:34]=2)=[O:39])[CH2:41][CH2:42]1. The yield is 0.230. (2) The reactants are C([O:4][CH2:5][CH2:6][CH2:7][C:8]1[CH:13]=[CH:12][CH:11]=[C:10]([C:14]#[N:15])[N:9]=1)(=O)C.C(=O)([O-])[O-].[K+].[K+]. The catalyst is CO. The product is [OH:4][CH2:5][CH2:6][CH2:7][C:8]1[N:9]=[C:10]([C:14]#[N:15])[CH:11]=[CH:12][CH:13]=1. The yield is 0.920. (3) The reactants are [O:1]1[CH2:6][CH2:5][CH:4]([O:7][C:8]2[C:9]3[N:17]=[C:16]([C:18]4[CH:19]=[C:20]([NH2:24])[CH:21]=[N:22][CH:23]=4)[CH:15]=[CH:14][C:10]=3[N:11]=[CH:12][N:13]=2)[CH2:3][CH2:2]1.[Br:25][C:26]1[CH:31]=[C:30]([Br:32])[CH:29]=[CH:28][C:27]=1[S:33](Cl)(=[O:35])=[O:34]. The catalyst is N1C=CC=CC=1.C(Cl)Cl. The product is [Br:25][C:26]1[CH:31]=[C:30]([Br:32])[CH:29]=[CH:28][C:27]=1[S:33]([NH:24][C:20]1[CH:21]=[N:22][CH:23]=[C:18]([C:16]2[CH:15]=[CH:14][C:10]3[N:11]=[CH:12][N:13]=[C:8]([O:7][CH:4]4[CH2:5][CH2:6][O:1][CH2:2][CH2:3]4)[C:9]=3[N:17]=2)[CH:19]=1)(=[O:35])=[O:34]. The yield is 0.570. (4) The reactants are [OH:1][CH2:2][C:3]1[C:12]([C:13]2[CH:18]=[CH:17][CH:16]=[CH:15][C:14]=2[OH:19])=[CH:11][CH:10]=[C:9]2[C:4]=1[C:5]([CH3:22])=[CH:6][C:7]([CH3:21])([CH3:20])[NH:8]2.C(N(CC)CC)C.[F:30][C:31]([F:37])([F:36])[S:32](Cl)(=[O:34])=[O:33]. The catalyst is ClCCl.C(Cl)(Cl)Cl. The product is [OH:1][CH2:2][C:3]1[C:12]([C:13]2[CH:18]=[CH:17][CH:16]=[CH:15][C:14]=2[O:19][S:32]([C:31]([F:37])([F:36])[F:30])(=[O:34])=[O:33])=[CH:11][CH:10]=[C:9]2[C:4]=1[C:5]([CH3:22])=[CH:6][C:7]([CH3:21])([CH3:20])[NH:8]2. The yield is 0.420. (5) The reactants are C([O:3][C:4]([C:6]1[C:11]2[S:12][CH:13]=[CH:14][C:10]=2[CH:9]=[CH:8][CH:7]=1)=[O:5])C.[OH-].[Na+]. The catalyst is CO.O. The product is [S:12]1[CH:13]=[CH:14][C:10]2[CH:9]=[CH:8][CH:7]=[C:6]([C:4]([OH:5])=[O:3])[C:11]1=2. The yield is 0.590. (6) The product is [F:1][C:2]1[CH:3]=[CH:4][C:5]([C:8]2[C:12]([C:26]3[CH:31]=[CH:30][N:29]=[C:28]([NH2:32])[CH:27]=3)=[CH:11][N:10]([CH:22]([CH3:23])[CH3:24])[N:9]=2)=[CH:6][CH:7]=1. The yield is 0.250. The reactants are [F:1][C:2]1[CH:7]=[CH:6][C:5]([C:8]2[C:12](B3OC(C)(C)C(C)(C)O3)=[CH:11][N:10]([CH:22]([CH3:24])[CH3:23])[N:9]=2)=[CH:4][CH:3]=1.Cl[C:26]1[CH:31]=[CH:30][N:29]=[C:28]([NH:32]C(=O)OC(C)(C)C)[CH:27]=1.C(=O)([O-])[O-].[Na+].[Na+]. The catalyst is O1CCOCC1.C1CCC(P(C2CCCCC2)C2CCCCC2)CC1.C1CCC(P(C2CCCCC2)C2CCCCC2)CC1.[Cl-].[Cl-].[Pd+2]. (7) The reactants are [NH2:1][C:2]1[N:7]=[CH:6][C:5]([C:8]2[CH:9]=[CH:10][C:11]3[N:12]([CH:14]=[C:15]([NH:17][C:18](=[O:20])[CH3:19])[N:16]=3)[CH:13]=2)=[CH:4][C:3]=1[C:21]([F:24])([F:23])[F:22].C1C(=O)N([Br:32])C(=O)C1.[O-]S([O-])(=S)=O.[Na+].[Na+].O. The catalyst is C(#N)C.C(OCC)(=O)C. The product is [NH2:1][C:2]1[N:7]=[CH:6][C:5]([C:8]2[CH:9]=[CH:10][C:11]3[N:12]([C:14]([Br:32])=[C:15]([NH:17][C:18](=[O:20])[CH3:19])[N:16]=3)[CH:13]=2)=[CH:4][C:3]=1[C:21]([F:23])([F:22])[F:24]. The yield is 0.780. (8) The reactants are [NH2:1][C@@H:2]([CH:39]([CH3:41])[CH3:40])[C:3]([NH:5][C@@H:6]([CH2:32][CH2:33][CH2:34][NH:35][C:36]([NH2:38])=[O:37])[C:7]([NH:9][C:10]1[CH:31]=[CH:30][C:13]([CH2:14][C@@H:15]2[N:19]([C:20]([O:22][C:23]([CH3:26])([CH3:25])[CH3:24])=[O:21])[C:18](=[O:27])[C:17]([CH3:29])([CH3:28])[CH2:16]2)=[CH:12][CH:11]=1)=[O:8])=[O:4].[OH-:42].[Li+].O.Cl. The catalyst is C1COCC1.CO. The product is [NH2:1][C@@H:2]([CH:39]([CH3:40])[CH3:41])[C:3]([NH:5][C@@H:6]([CH2:32][CH2:33][CH2:34][NH:35][C:36]([NH2:38])=[O:37])[C:7]([NH:9][C:10]1[CH:11]=[CH:12][C:13]([CH2:14][C@H:15]([NH:19][C:20]([O:22][C:23]([CH3:26])([CH3:24])[CH3:25])=[O:21])[CH2:16][C:17]([CH3:29])([CH3:28])[C:18]([OH:27])=[O:42])=[CH:30][CH:31]=1)=[O:8])=[O:4]. The yield is 0.940. (9) No catalyst specified. The yield is 0.115. The product is [CH2:7]([N:5]1[C@H:4]([C:14]([N:16]2[CH2:17][CH2:18][N:19]([C:22]3[CH:29]=[CH:28][CH:27]=[CH:26][C:23]=3[C:24]#[N:25])[CH2:20][CH2:21]2)=[O:15])[CH2:3][C@H:2]([NH:1][C:34](=[O:35])[C:33]2[CH:32]=[C:31]([Cl:30])[CH:39]=[C:38]([Cl:40])[CH:37]=2)[CH2:6]1)[C:8]1[CH:13]=[CH:12][CH:11]=[CH:10][CH:9]=1. The reactants are [NH2:1][CH:2]1[CH2:6][N:5]([CH2:7][C:8]2[CH:13]=[CH:12][CH:11]=[CH:10][CH:9]=2)[CH:4]([C:14]([N:16]2[CH2:21][CH2:20][N:19]([C:22]3[CH:29]=[CH:28][CH:27]=[CH:26][C:23]=3[C:24]#[N:25])[CH2:18][CH2:17]2)=[O:15])[CH2:3]1.[Cl:30][C:31]1[CH:32]=[C:33]([CH:37]=[C:38]([Cl:40])[CH:39]=1)[C:34](Cl)=[O:35].